From a dataset of Full USPTO retrosynthesis dataset with 1.9M reactions from patents (1976-2016). Predict the reactants needed to synthesize the given product. (1) Given the product [CH3:1][O:2][C:3](=[O:24])[CH2:4][C:5]1[C:14]([CH3:15])=[C:13]([C:16]2[CH:21]=[CH:20][C:19]([NH:22][S:31]([C:25]3[CH:30]=[CH:29][CH:28]=[CH:27][CH:26]=3)(=[O:33])=[O:32])=[CH:18][CH:17]=2)[C:12]2[C:7](=[CH:8][CH:9]=[C:10]([F:23])[CH:11]=2)[CH:6]=1, predict the reactants needed to synthesize it. The reactants are: [CH3:1][O:2][C:3](=[O:24])[CH2:4][C:5]1[C:14]([CH3:15])=[C:13]([C:16]2[CH:21]=[CH:20][C:19]([NH2:22])=[CH:18][CH:17]=2)[C:12]2[C:7](=[CH:8][CH:9]=[C:10]([F:23])[CH:11]=2)[CH:6]=1.[C:25]1([S:31](Cl)(=[O:33])=[O:32])[CH:30]=[CH:29][CH:28]=[CH:27][CH:26]=1.C(N(C(C)C)CC)(C)C. (2) Given the product [Cl:27][C:28]1[CH:39]=[CH:38][C:31]2[NH:32][C:33]([C@@H:35]([NH:37][C:12](=[O:14])[C:11]3[CH:10]=[CH:9][C:8]([N:1]4[CH2:6][CH2:5][O:4][CH2:3][C:2]4=[O:7])=[CH:16][CH:15]=3)[CH3:36])=[N:34][C:30]=2[CH:29]=1, predict the reactants needed to synthesize it. The reactants are: [N:1]1([C:8]2[CH:16]=[CH:15][C:11]([C:12]([OH:14])=O)=[CH:10][CH:9]=2)[CH2:6][CH2:5][O:4][CH2:3][C:2]1=[O:7].CCN(C(C)C)C(C)C.Cl.[Cl:27][C:28]1[CH:39]=[CH:38][C:31]2[NH:32][C:33]([C@@H:35]([NH2:37])[CH3:36])=[N:34][C:30]=2[CH:29]=1. (3) Given the product [F:44][C:41]([F:42])([F:43])[C:39]1[CH:38]=[C:5]([CH:4]=[C:3]([C:2]([F:46])([F:45])[F:1])[CH:40]=1)[CH2:6][N:7]([CH2:14][C:15]1[C:16]([CH2:25][CH2:26][NH:27][CH2:28][C@H:29]2[CH2:34][CH2:33][C@H:32]([CH2:35][CH2:36][N:51]3[C:47](=[O:57])[C:48]4[C:49](=[CH:53][CH:54]=[CH:55][CH:56]=4)[C:50]3=[O:52])[CH2:31][CH2:30]2)=[N:17][CH:18]=[C:19]([C:21]([F:22])([F:23])[F:24])[CH:20]=1)[C:8]1[N:9]=[N:10][N:11]([CH3:13])[N:12]=1, predict the reactants needed to synthesize it. The reactants are: [F:1][C:2]([F:46])([F:45])[C:3]1[CH:4]=[C:5]([CH:38]=[C:39]([C:41]([F:44])([F:43])[F:42])[CH:40]=1)[CH2:6][N:7]([CH2:14][C:15]1[C:16]([CH2:25][CH2:26][NH:27][CH2:28][C@H:29]2[CH2:34][CH2:33][C@H:32]([CH2:35][CH2:36]O)[CH2:31][CH2:30]2)=[N:17][CH:18]=[C:19]([C:21]([F:24])([F:23])[F:22])[CH:20]=1)[C:8]1[N:9]=[N:10][N:11]([CH3:13])[N:12]=1.[C:47]1(=[O:57])[NH:51][C:50](=[O:52])[C:49]2=[CH:53][CH:54]=[CH:55][CH:56]=[C:48]12.C1(P(C2C=CC=CC=2)C2C=CC=CC=2)C=CC=CC=1. (4) Given the product [CH3:56][O:55][C:54]1[CH:53]=[C:52]([CH:61]=[CH:60][C:57]=1[O:58][CH3:59])[CH2:51][NH:62][C:7](=[O:9])[C:6]1[CH:10]=[C:2]([I:1])[CH:3]=[CH:4][C:5]=1[NH:11][CH:12]1[CH2:17][CH2:16][O:15][CH2:14][CH2:13]1, predict the reactants needed to synthesize it. The reactants are: [I:1][C:2]1[CH:3]=[CH:4][C:5]([NH:11][CH:12]2[CH2:17][CH2:16][O:15][CH2:14][CH2:13]2)=[C:6]([CH:10]=1)[C:7]([OH:9])=O.CN(C(ON1N=NC2C=CC=CC1=2)=[N+](C)C)C.F[P-](F)(F)(F)(F)F.CCN(C(C)C)C(C)C.[CH2:51]([NH2:62])[C:52]1[CH:61]=[CH:60][C:57]([O:58][CH3:59])=[C:54]([O:55][CH3:56])[CH:53]=1. (5) Given the product [C:3]([O:7][C:8]([N:10]1[C:14]([CH2:15][C:16]([O:18][CH2:19][CH3:20])=[O:17])=[CH:13][C:12](/[CH:21]=[C:22]2\[CH2:23][N:24]([C:29]([C:30]3[CH:31]=[CH:32][CH:33]=[CH:34][CH:35]=3)([C:42]3[CH:43]=[CH:44][CH:45]=[CH:46][CH:47]=3)[C:36]3[CH:37]=[CH:38][CH:39]=[CH:40][CH:41]=3)[CH2:25][CH2:26][CH:27]\2[OH:28])=[N:11]1)=[O:9])([CH3:4])([CH3:5])[CH3:6], predict the reactants needed to synthesize it. The reactants are: [BH4-].[Na+].[C:3]([O:7][C:8]([N:10]1[C:14]([CH2:15][C:16]([O:18][CH2:19][CH3:20])=[O:17])=[CH:13][C:12](/[CH:21]=[C:22]2\[CH2:23][N:24]([C:29]([C:42]3[CH:47]=[CH:46][CH:45]=[CH:44][CH:43]=3)([C:36]3[CH:41]=[CH:40][CH:39]=[CH:38][CH:37]=3)[C:30]3[CH:35]=[CH:34][CH:33]=[CH:32][CH:31]=3)[CH2:25][CH2:26][C:27]\2=[O:28])=[N:11]1)=[O:9])([CH3:6])([CH3:5])[CH3:4]. (6) Given the product [CH2:24]([C:4]1[CH:3]=[N:2][N:33]([C:27]2[CH:32]=[CH:31][CH:30]=[CH:29][CH:28]=2)[C:5]=1[C:7]1[C:12](=[O:13])[CH:11]=[CH:10][N:9]([C:14]2[CH:19]=[CH:18][CH:17]=[C:16]([S:20]([CH3:23])(=[O:22])=[O:21])[CH:15]=2)[N:8]=1)[CH3:25], predict the reactants needed to synthesize it. The reactants are: C[N:2](C)/[CH:3]=[C:4](\[CH2:24][CH3:25])/[C:5]([C:7]1[C:12](=[O:13])[CH:11]=[CH:10][N:9]([C:14]2[CH:19]=[CH:18][CH:17]=[C:16]([S:20]([CH3:23])(=[O:22])=[O:21])[CH:15]=2)[N:8]=1)=O.[C:27]1([NH:33]N)[CH:32]=[CH:31][CH:30]=[CH:29][CH:28]=1. (7) Given the product [F:17][C:18]1[CH:23]=[CH:22][C:21]([C:2]2[N:7]=[C:6]([N:8]3[CH2:13][CH2:12][CH:11]([CH2:14][CH2:15][OH:16])[CH2:10][CH2:9]3)[CH:5]=[CH:4][CH:3]=2)=[CH:20][CH:19]=1, predict the reactants needed to synthesize it. The reactants are: Br[C:2]1[N:7]=[C:6]([N:8]2[CH2:13][CH2:12][CH:11]([CH2:14][CH2:15][OH:16])[CH2:10][CH2:9]2)[CH:5]=[CH:4][CH:3]=1.[F:17][C:18]1[CH:23]=[CH:22][C:21](B(O)O)=[CH:20][CH:19]=1.C(=O)([O-])[O-].[K+].[K+]. (8) Given the product [Br:1][C:2]1[CH:7]=[CH:6][C:5]([S:8]([NH:19][CH2:18][C:14]2[CH:13]=[N:12][CH:17]=[CH:16][CH:15]=2)(=[O:10])=[O:9])=[CH:4][CH:3]=1, predict the reactants needed to synthesize it. The reactants are: [Br:1][C:2]1[CH:7]=[CH:6][C:5]([S:8](Cl)(=[O:10])=[O:9])=[CH:4][CH:3]=1.[N:12]1[CH:17]=[CH:16][CH:15]=[C:14]([CH2:18][NH2:19])[CH:13]=1.C(N(CC)CC)C. (9) Given the product [I:1][C:2]1[S:6][C:5]([N:7]2[CH2:8][CH2:9][NH:10][CH2:11][CH2:12]2)=[N:4][CH:3]=1, predict the reactants needed to synthesize it. The reactants are: [I:1][C:2]1[S:6][C:5]([N:7]2[CH2:12][CH2:11][N:10](C(OC(C)(C)C)=O)[CH2:9][CH2:8]2)=[N:4][CH:3]=1.FC(F)(F)C(O)=O.IC1N=NC(N2CCN(C(C3C=CC=CC=3C(F)(F)F)=O)CC2)=CC=1.